From a dataset of Full USPTO retrosynthesis dataset with 1.9M reactions from patents (1976-2016). Predict the reactants needed to synthesize the given product. (1) The reactants are: F.F.F.C([N:6]([CH2:9]C)[CH2:7]C)C.[Si]([O:28][CH2:29][C@H:30]1[O:34][C@@H:33]([N:35]2[CH:42]=[C:41]([CH3:43])[C:39](=[O:40])[NH:38][C:36]2=[O:37])[C@:32](CCON(C)C)([OH:44])[C@@H:31]1[OH:51])(C(C)(C)C)(C1C=CC=CC=1)C1C=CC=CC=1.CO.C1C[O:57][CH2:56][CH2:55]1. Given the product [CH3:9][N:6]([CH3:7])[O:57][CH2:56][CH2:55][O:44][C@@H:32]1[C@H:31]([OH:51])[C@@H:30]([CH2:29][OH:28])[O:34][C@H:33]1[N:35]1[CH:42]=[C:41]([CH3:43])[C:39](=[O:40])[NH:38][C:36]1=[O:37], predict the reactants needed to synthesize it. (2) Given the product [NH:50]1[C:51]2[C:56](=[CH:55][CH:54]=[CH:53][CH:52]=2)[C:48]([C:46]2[NH:45][C:42]3[C:41]([N:47]=2)=[CH:40][C:39]2[C:38]([CH3:57])([CH3:58])[C:37](=[O:59])[N:36]([CH2:35][CH2:34][NH:33][C:1](=[O:9])[C:2]4[CH:3]=[CH:4][CH:5]=[CH:6][CH:7]=4)[C:44]=2[CH:43]=3)=[N:49]1, predict the reactants needed to synthesize it. The reactants are: [C:1]([OH:9])(=O)[C:2]1[CH:7]=[CH:6][CH:5]=[CH:4][CH:3]=1.Cl.CN(C)CCCN=C=NCC.O.OC1C2N=NNC=2C=CC=1.[NH2:33][CH2:34][CH2:35][N:36]1[C:44]2[CH:43]=[C:42]3[NH:45][C:46]([C:48]4[C:56]5[C:51](=[CH:52][CH:53]=[CH:54][CH:55]=5)[NH:50][N:49]=4)=[N:47][C:41]3=[CH:40][C:39]=2[C:38]([CH3:58])([CH3:57])[C:37]1=[O:59]. (3) Given the product [CH:1]1(/[CH:7]=[C:12](\[CH2:13][CH2:14][CH2:15][CH2:16][CH3:17])/[C:10](=[O:9])[CH3:11])[CH2:2][CH2:3][CH2:4][CH2:5][CH2:6]1, predict the reactants needed to synthesize it. The reactants are: [CH:1]1([CH:7]=O)[CH2:6][CH2:5][CH2:4][CH2:3][CH2:2]1.[O:9]=[C:10]([CH:12](P(=O)(OCC)OCC)[CH2:13][CH2:14][CH2:15][CH2:16][CH3:17])[CH3:11]. (4) Given the product [CH:23]1([O:27][C:2]2[C:11]3[C:6](=[CH:7][C:8]([O:14][CH3:15])=[C:9]([O:12][CH3:13])[CH:10]=3)[CH:5]=[C:4]([NH:16][C:17]3[CH:21]=[C:20]([CH3:22])[NH:19][N:18]=3)[N:3]=2)[CH2:26][CH2:25][CH2:24]1, predict the reactants needed to synthesize it. The reactants are: Cl[C:2]1[C:11]2[C:6](=[CH:7][C:8]([O:14][CH3:15])=[C:9]([O:12][CH3:13])[CH:10]=2)[CH:5]=[C:4]([NH:16][C:17]2[CH:21]=[C:20]([CH3:22])[NH:19][N:18]=2)[N:3]=1.[CH:23]1([OH:27])[CH2:26][CH2:25][CH2:24]1. (5) Given the product [CH3:24][O:23][C:18]1[CH:19]=[CH:20][CH:21]=[CH:22][C:17]=1[C:16]1[C:10]2[C:11](=[N:12][CH:13]=[C:8]([C:5]3[CH:6]=[CH:7][C:2]([NH:1][C:51]([N:55]4[CH2:60][CH2:59][O:58][CH2:57][CH2:56]4)=[O:52])=[C:3]([C:35]([N:37]4[CH2:38][CH2:39][N:40]([CH3:43])[CH2:41][CH2:42]4)=[O:36])[CH:4]=3)[CH:9]=2)[N:14]([S:25]([C:28]2[CH:33]=[CH:32][C:31]([CH3:34])=[CH:30][CH:29]=2)(=[O:27])=[O:26])[CH:15]=1, predict the reactants needed to synthesize it. The reactants are: [NH2:1][C:2]1[CH:7]=[CH:6][C:5]([C:8]2[CH:9]=[C:10]3[C:16]([C:17]4[CH:22]=[CH:21][CH:20]=[CH:19][C:18]=4[O:23][CH3:24])=[CH:15][N:14]([S:25]([C:28]4[CH:33]=[CH:32][C:31]([CH3:34])=[CH:30][CH:29]=4)(=[O:27])=[O:26])[C:11]3=[N:12][CH:13]=2)=[CH:4][C:3]=1[C:35]([N:37]1[CH2:42][CH2:41][N:40]([CH3:43])[CH2:39][CH2:38]1)=[O:36].C(NC(C)C)(C)C.[C:51](Cl)(Cl)=[O:52].[NH:55]1[CH2:60][CH2:59][O:58][CH2:57][CH2:56]1.